Dataset: Forward reaction prediction with 1.9M reactions from USPTO patents (1976-2016). Task: Predict the product of the given reaction. (1) Given the reactants Cl[C:2]1[CH:3]=[CH:4][N:5]=[C:6]2[C:11]=1[N:10]=[CH:9][C:8]([NH2:12])=[CH:7]2.ClC1C=CN=C2C=1N=CC(N=C(C1C=CC=CC=1)C1C=CC=CC=1)=C2.Cl.C(=O)(O)[O-:40].[Na+], predict the reaction product. The product is: [NH2:12][C:8]1[CH:7]=[C:6]2[C:11]([C:2]([OH:40])=[CH:3][CH:4]=[N:5]2)=[N:10][CH:9]=1. (2) Given the reactants [NH:1]1[C:5]2=[N:6][CH:7]=[CH:8][CH:9]=[C:4]2[C:3]([C:10]([O:12][CH3:13])=[O:11])=[N:2]1.C([O-])(=O)C.[Na+].[Br:19]Br.O, predict the reaction product. The product is: [Br:19][C:8]1[CH:9]=[C:4]2[C:3]([C:10]([O:12][CH3:13])=[O:11])=[N:2][NH:1][C:5]2=[N:6][CH:7]=1. (3) Given the reactants CC1C=CC(S(O[CH2:12][CH:13]2[CH2:17][C:16]3[CH:18]=[C:19]([CH3:30])[CH:20]=[C:21]([C:22]4[CH:27]=[CH:26][C:25]([Cl:28])=[CH:24][C:23]=4[Cl:29])[C:15]=3[O:14]2)(=O)=O)=CC=1.[CH3:31][NH2:32], predict the reaction product. The product is: [Cl:29][C:23]1[CH:24]=[C:25]([Cl:28])[CH:26]=[CH:27][C:22]=1[C:21]1[C:15]2[O:14][CH:13]([CH2:12][NH:32][CH3:31])[CH2:17][C:16]=2[CH:18]=[C:19]([CH3:30])[CH:20]=1. (4) Given the reactants [F:1][C:2]1[CH:3]=[C:4]([OH:11])[CH:5]=[CH:6][C:7]=1[N+:8]([O-:10])=[O:9].Cl[CH2:13][C:14]1[CH:19]=[CH:18][C:17]([O:20][CH3:21])=[CH:16][CH:15]=1.C(=O)([O-])[O-].[K+].[K+], predict the reaction product. The product is: [F:1][C:2]1[CH:3]=[C:4]([O:11][CH2:13][C:14]2[CH:19]=[CH:18][C:17]([O:20][CH3:21])=[CH:16][CH:15]=2)[CH:5]=[CH:6][C:7]=1[N+:8]([O-:10])=[O:9].